Dataset: Forward reaction prediction with 1.9M reactions from USPTO patents (1976-2016). Task: Predict the product of the given reaction. (1) Given the reactants [H-].[Na+].[CH3:3][O:4][C:5](=[O:11])[C:6]([CH3:10])([CH3:9])[CH2:7][OH:8].[CH3:12]OS(C1C=CC(C)=CC=1)(=O)=O, predict the reaction product. The product is: [CH3:3][O:4][C:5](=[O:11])[C:6]([CH3:10])([CH3:9])[CH2:7][O:8][CH3:12]. (2) The product is: [CH2:1]([O:8][C:9](=[O:26])[C:10]([O:12][C:13]1[CH:18]=[CH:17][CH:16]=[C:15]([CH:19]2[CH2:24][CH2:23][CH2:22][N:21]([C:36](=[O:37])[CH2:35][O:34][C:33]3[CH:39]=[CH:40][C:30]([CH:27]([CH3:28])[CH3:29])=[CH:31][CH:32]=3)[CH2:20]2)[CH:14]=1)([CH3:11])[CH3:25])[C:2]1[CH:7]=[CH:6][CH:5]=[CH:4][CH:3]=1. Given the reactants [CH2:1]([O:8][C:9](=[O:26])[C:10]([CH3:25])([O:12][C:13]1[CH:18]=[CH:17][CH:16]=[C:15]([CH:19]2[CH2:24][CH2:23][CH2:22][NH:21][CH2:20]2)[CH:14]=1)[CH3:11])[C:2]1[CH:7]=[CH:6][CH:5]=[CH:4][CH:3]=1.[CH:27]([C:30]1[CH:40]=[CH:39][C:33]([O:34][CH2:35][C:36](O)=[O:37])=[CH:32][CH:31]=1)([CH3:29])[CH3:28].Cl.CN(C)CCCN=C=NCC, predict the reaction product. (3) Given the reactants [Br:1][C:2]1[N:7]=[CH:6][C:5]([NH2:8])=[C:4]([NH:9][C:10]2[CH:15]=[CH:14][CH:13]=[CH:12][CH:11]=2)[CH:3]=1.[C:16]([CH2:18][C:19](OCC)=O)#[N:17], predict the reaction product. The product is: [Br:1][C:2]1[N:7]=[CH:6][C:5]2[N:8]=[C:19]([CH2:18][C:16]#[N:17])[N:9]([C:10]3[CH:15]=[CH:14][CH:13]=[CH:12][CH:11]=3)[C:4]=2[CH:3]=1. (4) Given the reactants [F:1][C:2]1[CH:17]=[CH:16][CH:15]=[CH:14][C:3]=1[O:4][C:5]1[CH:10]=[CH:9][C:8]([N+:11]([O-])=O)=[CH:7][CH:6]=1.O.O.[Sn](Cl)Cl, predict the reaction product. The product is: [F:1][C:2]1[CH:17]=[CH:16][CH:15]=[CH:14][C:3]=1[O:4][C:5]1[CH:6]=[CH:7][C:8]([NH2:11])=[CH:9][CH:10]=1. (5) Given the reactants [S:1]1[C:5]2[CH:6]=[CH:7][CH:8]=[CH:9][C:4]=2[N:3]=[C:2]1[NH:10][C:11]1[CH:16]=[CH:15][C:14]([Cl:17])=[CH:13][CH:12]=1.[Cl:18][C:19]1[CH:27]=[CH:26][CH:25]=[CH:24][C:20]=1[C:21](Cl)=[O:22].CC([O-])(C)C.[K+].C(O)=O, predict the reaction product. The product is: [S:1]1[C:5]2[CH:6]=[CH:7][CH:8]=[CH:9][C:4]=2[N:3]=[C:2]1[N:10]([C:11]1[CH:16]=[CH:15][C:14]([Cl:17])=[CH:13][CH:12]=1)[C:21](=[O:22])[C:20]1[CH:24]=[CH:25][CH:26]=[CH:27][C:19]=1[Cl:18].